From a dataset of Catalyst prediction with 721,799 reactions and 888 catalyst types from USPTO. Predict which catalyst facilitates the given reaction. Reactant: OS(O)(=O)=O.[F:6][C:7]1[CH:8]=[C:9]([NH:13][C:14](=[O:21])[CH2:15][CH:16](OC)OC)[CH:10]=[CH:11][CH:12]=1. Product: [F:6][C:7]1[CH:8]=[C:9]2[C:10]([CH:16]=[CH:15][C:14](=[O:21])[NH:13]2)=[CH:11][CH:12]=1. The catalyst class is: 6.